Binary Classification. Given a miRNA mature sequence and a target amino acid sequence, predict their likelihood of interaction. From a dataset of Experimentally validated miRNA-target interactions with 360,000+ pairs, plus equal number of negative samples. (1) The miRNA is cel-miR-359 with sequence UCACUGGUCUUUCUCUGACGAA. The protein sequence of the target gene is MAEGGGCRERPDAETQKSELGPLMRTTLQRGAQWYLIDSRWFKQWKKYVGFDSWDMYNVGEHNLFPGPIDNSGLFSDPESQTLKEHLIDELDYVLVPTEAWNKLLNWYGCVEGQQPIVRKVVEHGLFVKHCKVEVYLLELKLCENSDPTNVLSCHFSKADTIATIEKEMRKLFNIPAERETRLWNKYMSNTYEQLSKLDNTVQDAGLYQGQVLVIEPQNEDGTWPRQTLQSKSSTAPSRNFTTSPKSSASPYSSVSASLIANGDSTSTCGMHSSGVSRGGSGFSASYNCQEPPSSHIQPG.... Result: 0 (no interaction). (2) Result: 1 (interaction). The protein sequence of the target gene is MASDSGNQGTLCTLEFAVQMTCQSCVDAVRKSLQGVAGVQDVEVHLEDQMVLVHTTLPSQEVQALLEGTGRQAVLKGMGSGQLQNLGAAVAILGGPGTVQGVVRFLQLTPERCLIEGTIDGLEPGLHGLHVHQYGDLTNNCNSCGNHFNPDGASHGGPQDSDRHRGDLGNVRADADGRAIFRMEDEQLKVWDVIGRSLIIDEGEDDLGRGGHPLSKITGNSGERLACGIIARSAGLFQNPKQICSCDGLTIWEERGRPIAGKGRKESAQPPAHL. The miRNA is hsa-miR-10a-5p with sequence UACCCUGUAGAUCCGAAUUUGUG.